From a dataset of Reaction yield outcomes from USPTO patents with 853,638 reactions. Predict the reaction yield, written as a fraction of the theoretical maximum amount of product (1.0 means a 100% yield; for example, 0.34 means a 34% yield). The reactants are [CH3:1][O:2][C@@H:3]([CH3:7])[C:4](O)=[O:5].O=C1N(P(Cl)(N2CCOC2=O)=O)CCO1.C(N(CC)CC)C.[Br:30][C:31]1[C:32]([F:41])=[C:33]2[C:39]([NH2:40])=[CH:38][NH:37][C:34]2=[N:35][CH:36]=1.[Li+].[OH-].C([O-])([O-])=O.[Na+].[Na+]. The catalyst is C(Cl)Cl. The product is [Br:30][C:31]1[C:32]([F:41])=[C:33]2[C:39]([NH:40][C:4](=[O:5])[C@@H:3]([O:2][CH3:1])[CH3:7])=[CH:38][NH:37][C:34]2=[N:35][CH:36]=1. The yield is 0.480.